This data is from Catalyst prediction with 721,799 reactions and 888 catalyst types from USPTO. The task is: Predict which catalyst facilitates the given reaction. Reactant: C1(S([N:10]2[C:14]3=[N:15][CH:16]=[C:17]([C:19]4[S:20][CH:21]=[CH:22][CH:23]=4)[CH:18]=[C:13]3[C:12]([C:24]3[CH:25]=[C:26]([CH:47]=[CH:48][CH:49]=3)[CH2:27][NH:28][C:29]([C:31]3[C:32](=[O:46])[N:33]([CH2:37][C:38]4[CH:43]=[CH:42][C:41]([F:44])=[C:40]([F:45])[CH:39]=4)[CH:34]=[CH:35][CH:36]=3)=[O:30])=[CH:11]2)(=O)=O)C=CC=CC=1.C(=O)([O-])[O-].[K+].[K+]. Product: [S:20]1[CH:21]=[CH:22][CH:23]=[C:19]1[C:17]1[CH:18]=[C:13]2[C:12]([C:24]3[CH:25]=[C:26]([CH:47]=[CH:48][CH:49]=3)[CH2:27][NH:28][C:29]([C:31]3[C:32](=[O:46])[N:33]([CH2:37][C:38]4[CH:43]=[CH:42][C:41]([F:44])=[C:40]([F:45])[CH:39]=4)[CH:34]=[CH:35][CH:36]=3)=[O:30])=[CH:11][NH:10][C:14]2=[N:15][CH:16]=1. The catalyst class is: 24.